Dataset: Full USPTO retrosynthesis dataset with 1.9M reactions from patents (1976-2016). Task: Predict the reactants needed to synthesize the given product. (1) Given the product [Cl:1][C:2]1[C:3]([NH:9][NH:10][C:22](=[O:23])[CH2:21][CH:18]2[CH2:20][CH2:19]2)=[N:4][CH:5]=[CH:6][C:7]=1[I:8], predict the reactants needed to synthesize it. The reactants are: [Cl:1][C:2]1[C:3]([NH:9][NH2:10])=[N:4][CH:5]=[CH:6][C:7]=1[I:8].C(N(CC)CC)C.[CH:18]1([CH2:21][C:22](Cl)=[O:23])[CH2:20][CH2:19]1.C([O-])(O)=O.[Na+]. (2) Given the product [CH2:1]([C:8]1[S:12][C:11]([NH:13][C:14]([C:16]2[CH:32]=[CH:31][C:19]([O:20][CH:21]3[CH2:22][CH2:23][CH:24]([C:27]([OH:29])=[O:28])[CH2:25][CH2:26]3)=[CH:18][CH:17]=2)=[O:15])=[N:10][N:9]=1)[C:2]1[CH:3]=[CH:4][CH:5]=[CH:6][CH:7]=1, predict the reactants needed to synthesize it. The reactants are: [CH2:1]([C:8]1[S:12][C:11]([NH:13][C:14]([C:16]2[CH:32]=[CH:31][C:19]([O:20][CH:21]3[CH2:26][CH2:25][CH:24]([C:27]([O:29]C)=[O:28])[CH2:23][CH2:22]3)=[CH:18][CH:17]=2)=[O:15])=[N:10][N:9]=1)[C:2]1[CH:7]=[CH:6][CH:5]=[CH:4][CH:3]=1.O1CCCC1.O.[OH-].[Li+]. (3) The reactants are: Br[CH2:2][C:3]([C:5]1[CH:10]=[CH:9][CH:8]=[CH:7][CH:6]=1)=[O:4].[N-:11]=[N+:12]=[N-:13].[Na+]. Given the product [N:11]([CH2:2][C:3]([C:5]1[CH:10]=[CH:9][CH:8]=[CH:7][CH:6]=1)=[O:4])=[N+:12]=[N-:13], predict the reactants needed to synthesize it. (4) Given the product [NH2:28][CH2:16][C@@H:15]([N:14]1[CH2:12][C:4]2[C:5](=[CH:10][CH:11]=[C:2]([Br:1])[CH:3]=2)[C:6]1=[O:8])[CH2:18][C:19]1[CH:24]=[CH:23][CH:22]=[CH:21][CH:20]=1, predict the reactants needed to synthesize it. The reactants are: [Br:1][C:2]1[CH:11]=[CH:10][C:5]([C:6]([O:8]C)=O)=[C:4]([CH2:12]Br)[CH:3]=1.[NH2:14][C@@H:15]([CH2:18][C:19]1[CH:24]=[CH:23][CH:22]=[CH:21][CH:20]=1)[CH2:16]O.C([N:28](CC)C(C)C)(C)C.